Dataset: Catalyst prediction with 721,799 reactions and 888 catalyst types from USPTO. Task: Predict which catalyst facilitates the given reaction. (1) Product: [C:1]1([S:7]([N:10]2[C:18]3[C:13](=[CH:14][C:15]([CH2:19][CH2:20][C:21]4[CH:26]=[CH:25][CH:24]=[CH:23][CH:22]=4)=[CH:16][CH:17]=3)[C:12]3[CH:27]=[C:28]([Cl:31])[CH:29]=[N:30][C:11]2=3)(=[O:8])=[O:9])[CH:2]=[CH:3][CH:4]=[CH:5][CH:6]=1. The catalyst class is: 29. Reactant: [C:1]1([S:7]([N:10]2[C:18]3[C:13](=[CH:14][C:15]([C:19]#[C:20][C:21]4[CH:26]=[CH:25][CH:24]=[CH:23][CH:22]=4)=[CH:16][CH:17]=3)[C:12]3[CH:27]=[C:28]([Cl:31])[CH:29]=[N:30][C:11]2=3)(=[O:9])=[O:8])[CH:6]=[CH:5][CH:4]=[CH:3][CH:2]=1. (2) Reactant: [Cl:1][C:2]1[CH:7]=[CH:6][C:5]([C@H:8]([C:21]([N:23]2[CH2:28][CH2:27][N:26]([C:29]3[C:34]([C:35]4[CH:40]=[CH:39][CH:38]=[C:37]([F:41])[CH:36]=4)=[CH:33][N:32]=[C:31]4[NH:42][CH:43]=[CH:44][C:30]=34)[CH2:25][CH2:24]2)=[O:22])[CH2:9][N:10]([CH:18]([CH3:20])[CH3:19])C(=O)OC(C)(C)C)=[CH:4][CH:3]=1.C(O)(C(F)(F)F)=O.C1(N)C(F)=C(F)C(F)=C(N)C=1F.Cl.Cl. Product: [Cl:1][C:2]1[CH:3]=[CH:4][C:5]([C@@H:8]([CH2:9][NH:10][CH:18]([CH3:20])[CH3:19])[C:21]([N:23]2[CH2:24][CH2:25][N:26]([C:29]3[C:34]([C:35]4[CH:40]=[CH:39][CH:38]=[C:37]([F:41])[CH:36]=4)=[CH:33][N:32]=[C:31]4[NH:42][CH:43]=[CH:44][C:30]=34)[CH2:27][CH2:28]2)=[O:22])=[CH:6][CH:7]=1. The catalyst class is: 2. (3) Reactant: [Br:1][C:2]1[C:7]([CH3:8])=[CH:6][C:5]([OH:9])=[CH:4][C:3]=1[CH3:10].[C:11](=O)([O-])[O-].[K+].[K+].CI. Product: [Br:1][C:2]1[C:7]([CH3:8])=[CH:6][C:5]([O:9][CH3:11])=[CH:4][C:3]=1[CH3:10]. The catalyst class is: 21.